From a dataset of Catalyst prediction with 721,799 reactions and 888 catalyst types from USPTO. Predict which catalyst facilitates the given reaction. (1) Reactant: [N:1]1[CH:6]=[CH:5][C:4]([O:7][C:8]2[CH:15]=[CH:14][C:11]([C:12]#[N:13])=[CH:10][CH:9]=2)=[CH:3][CH:2]=1.[NH2:16][OH:17]. Product: [OH:17]/[N:16]=[C:12](\[NH2:13])/[C:11]1[CH:10]=[CH:9][C:8]([O:7][C:4]2[CH:5]=[CH:6][N:1]=[CH:2][CH:3]=2)=[CH:15][CH:14]=1. The catalyst class is: 8. (2) The catalyst class is: 57. Reactant: [H-].[Na+].CO[C:5](=[O:16])[CH2:6][CH2:7][C:8]1[CH:13]=[CH:12][N:11]=[C:10]([O:14][CH3:15])[CH:9]=1.C(OC)=O.[NH2:21][C:22]([NH2:24])=[S:23].[CH2:25](N(CC)CC)C. Product: [CH3:15][O:14][C:10]1[CH:9]=[C:8]([CH2:7][C:6]2[C:5](=[O:16])[NH:21][C:22](=[S:23])[NH:24][CH:25]=2)[CH:13]=[CH:12][N:11]=1. (3) Reactant: IC1CCCCC1.C[O:9][C:10]1[CH:18]=[CH:17][C:16]([C:19]([F:22])([F:21])[F:20])=[CH:15][C:11]=1[C:12]([OH:14])=[O:13]. Product: [OH:9][C:10]1[CH:18]=[CH:17][C:16]([C:19]([F:20])([F:21])[F:22])=[CH:15][C:11]=1[C:12]([OH:14])=[O:13]. The catalyst class is: 9. (4) Product: [C:3]([O:11][C:12]1[CH:17]=[C:16]([CH:18]([CH3:19])[CH3:20])[CH:15]=[CH:14][C:13]=1[C:21]1([NH:35][C:36](=[O:43])[CH2:37][CH2:38][CH2:39][CH2:40][CH2:41][CH3:42])[C:29](=[O:30])[C:28]2[C:23](=[CH:24][CH:25]=[CH:26][C:27]=2[NH2:31])[C:22]1=[O:34])(=[O:10])[CH2:4][CH2:5][CH2:6][CH2:7][CH2:8][CH3:9]. Reactant: Cl.O.[C:3]([O:11][C:12]1[CH:17]=[C:16]([CH:18]([CH3:20])[CH3:19])[CH:15]=[CH:14][C:13]=1[C:21]1([NH:35][C:36](=[O:43])[CH2:37][CH2:38][CH2:39][CH2:40][CH2:41][CH3:42])[C:29](=[O:30])[C:28]2[C:23](=[CH:24][CH:25]=[CH:26][C:27]=2[N+:31]([O-])=O)[C:22]1=[O:34])(=[O:10])[CH2:4][CH2:5][CH2:6][CH2:7][CH2:8][CH3:9]. The catalyst class is: 186. (5) Reactant: [Cl-].[Li+].[CH3:3][C:4]1[CH2:5][C:6](C(OCC)=O)([C:10]([O:12][CH2:13][CH3:14])=[O:11])[CH2:7][C:8]=1[CH3:9]. Product: [CH3:9][C:8]1[CH2:7][CH:6]([C:10]([O:12][CH2:13][CH3:14])=[O:11])[CH2:5][C:4]=1[CH3:3]. The catalyst class is: 374.